This data is from Full USPTO retrosynthesis dataset with 1.9M reactions from patents (1976-2016). The task is: Predict the reactants needed to synthesize the given product. (1) Given the product [F:1][C:2]1[CH:29]=[CH:28][CH:27]=[CH:26][C:3]=1[CH2:4][N:5]1[C:9]2[CH2:10][CH2:11][CH2:12][C:8]=2[C:7]([C:13]2[N:14]=[CH:15][C:16]3[C:21]([CH3:23])([CH3:22])[C:20](=[O:24])[NH:19][C:17]=3[N:18]=2)=[N:6]1, predict the reactants needed to synthesize it. The reactants are: [F:1][C:2]1[CH:29]=[CH:28][CH:27]=[CH:26][C:3]=1[CH2:4][N:5]1[C:9]2[CH2:10][CH2:11][CH2:12][C:8]=2[C:7]([C:13]2[N:14]=[C:15](I)[C:16]3[C:21]([CH3:23])([CH3:22])[C:20](=[O:24])[NH:19][C:17]=3[N:18]=2)=[N:6]1. (2) Given the product [CH2:15]([N:22]1[CH2:27][CH2:26][C:25]([CH2:7][C:8]2[CH:13]=[CH:12][C:11]([F:14])=[CH:10][CH:9]=2)([OH:28])[CH2:24][CH2:23]1)[C:16]1[CH:17]=[CH:18][CH:19]=[CH:20][CH:21]=1, predict the reactants needed to synthesize it. The reactants are: [Mg].BrCCBr.Cl[CH2:7][C:8]1[CH:13]=[CH:12][C:11]([F:14])=[CH:10][CH:9]=1.[CH2:15]([N:22]1[CH2:27][CH2:26][C:25](=[O:28])[CH2:24][CH2:23]1)[C:16]1[CH:21]=[CH:20][CH:19]=[CH:18][CH:17]=1.[Cl-].[NH4+]. (3) Given the product [O:4]1[CH2:2][CH:3]1[C:5]1[CH:14]=[CH:13][C:8]([C:9]([O:11][CH3:12])=[O:10])=[CH:7][CH:6]=1, predict the reactants needed to synthesize it. The reactants are: Br[CH2:2][C:3]([C:5]1[CH:14]=[CH:13][C:8]([C:9]([O:11][CH3:12])=[O:10])=[CH:7][CH:6]=1)=[O:4].[BH4-].[Na+].C([O-])([O-])=O.[K+].[K+].O. (4) Given the product [C:11]([O:10][C:9]([N:8]([C:6]([O:5][C:1]([CH3:2])([CH3:3])[CH3:4])=[O:7])[C@@H:16]1[C:17](=[O:32])[O:18][C@@H:19]([CH3:31])[C@H:20]([O:26][CH2:27][CH:28]([CH3:29])[CH3:30])[C@@H:21]([O:25][C:44]([CH:39]2[CH2:43][CH2:42][CH2:41][CH2:40]2)=[O:45])[CH2:22][CH2:23][CH2:24]1)=[O:15])([CH3:14])([CH3:13])[CH3:12], predict the reactants needed to synthesize it. The reactants are: [C:1]([O:5][C:6]([N:8]([C@H:16]1[CH2:24][CH2:23][CH2:22][C@H:21]([OH:25])[C@@H:20]([O:26][CH2:27][CH:28]([CH3:30])[CH3:29])[C@H:19]([CH3:31])[O:18][C:17]1=[O:32])[C:9](=[O:15])[O:10][C:11]([CH3:14])([CH3:13])[CH3:12])=[O:7])([CH3:4])([CH3:3])[CH3:2].N1C=CC=CC=1.[CH:39]1([C:44](Cl)=[O:45])[CH2:43][CH2:42][CH2:41][CH2:40]1. (5) The reactants are: [CH2:1]([O:3][C:4]1[CH:5]=[C:6]([CH:9]=[CH:10][C:11]=1[O:12][CH2:13][CH3:14])[CH:7]=O)[CH3:2].[C:15]([NH:19][OH:20])([CH3:18])([CH3:17])[CH3:16]. Given the product [CH2:1]([O:3][C:4]1[CH:5]=[C:6]([CH:7]=[N+:19]([C:15]([CH3:18])([CH3:17])[CH3:16])[O-:20])[CH:9]=[CH:10][C:11]=1[O:12][CH2:13][CH3:14])[CH3:2], predict the reactants needed to synthesize it. (6) Given the product [CH2:35]([N:34]([CH2:27][C:28]1[CH:33]=[CH:32][CH:31]=[CH:30][CH:29]=1)[C:2]1[N:3]=[CH:4][C:5]([NH:8][C:9](=[O:26])[CH:10]([NH:14][C:15](=[O:25])[CH2:16][C:17]2[CH:22]=[C:21]([F:23])[CH:20]=[C:19]([F:24])[CH:18]=2)[CH2:11][CH2:12][CH3:13])=[N:6][CH:7]=1)[C:36]1[CH:41]=[CH:40][CH:39]=[CH:38][CH:37]=1, predict the reactants needed to synthesize it. The reactants are: Br[C:2]1[N:3]=[CH:4][C:5]([NH:8][C:9](=[O:26])[CH:10]([NH:14][C:15](=[O:25])[CH2:16][C:17]2[CH:22]=[C:21]([F:23])[CH:20]=[C:19]([F:24])[CH:18]=2)[CH2:11][CH2:12][CH3:13])=[N:6][CH:7]=1.[CH2:27]([NH:34][CH2:35][C:36]1[CH:41]=[CH:40][CH:39]=[CH:38][CH:37]=1)[C:28]1[CH:33]=[CH:32][CH:31]=[CH:30][CH:29]=1. (7) Given the product [CH3:1][O:2][C:3]([C:5]1[CH:14]=[C:13]2[C:8]([CH:9]([NH:15][C:29]([O:28][C:24]([CH3:27])([CH3:26])[CH3:25])=[O:30])[CH2:10][CH2:11][S:12]2)=[CH:7][C:6]=1[O:16][CH3:17])=[O:4], predict the reactants needed to synthesize it. The reactants are: [CH3:1][O:2][C:3]([C:5]1[CH:14]=[C:13]2[C:8]([CH:9]([NH2:15])[CH2:10][CH2:11][S:12]2)=[CH:7][C:6]=1[O:16][CH3:17])=[O:4].C(=O)([O-])[O-].[K+].[K+].[C:24]([O:28][C:29](O[C:29]([O:28][C:24]([CH3:27])([CH3:26])[CH3:25])=[O:30])=[O:30])([CH3:27])([CH3:26])[CH3:25].